Task: Predict the reactants needed to synthesize the given product.. Dataset: Full USPTO retrosynthesis dataset with 1.9M reactions from patents (1976-2016) (1) Given the product [Cl:1][C:2]1[N:3]=[CH:4][C:5]([CH2:6][OH:7])=[C:11]([NH:13][CH3:14])[CH:12]=1, predict the reactants needed to synthesize it. The reactants are: [Cl:1][C:2]1[CH:12]=[C:11]([NH:13][CH3:14])[C:5]([C:6](OCC)=[O:7])=[CH:4][N:3]=1.[H-].[H-].[H-].[H-].[Li+].[Al+3].N#N. (2) The reactants are: C([O-])([O-])=O.[Cs+].[Cs+].[NH2:7][C@@H:8]1[CH2:12][CH2:11][N:10]([C:13]([O:15][C:16]([CH3:19])([CH3:18])[CH3:17])=[O:14])[CH2:9]1.Cl[C:21]1[C:30]2[C:25](=[CH:26][CH:27]=[CH:28][CH:29]=2)[N:24]=[CH:23][CH:22]=1. Given the product [N:24]1[C:25]2[C:30](=[CH:29][CH:28]=[CH:27][CH:26]=2)[C:21]([NH:7][C@H:8]2[CH2:12][CH2:11][N:10]([C:13]([O:15][C:16]([CH3:19])([CH3:18])[CH3:17])=[O:14])[CH2:9]2)=[CH:22][CH:23]=1, predict the reactants needed to synthesize it. (3) Given the product [Cl:1][C:2]1[N:6]2[CH:7]=[C:8]([C:15]3[CH:19]=[CH:18][O:17][CH:16]=3)[CH:9]=[C:10]([C:11]([F:14])([F:12])[F:13])[C:5]2=[N:4][C:3]=1[C:20]([N:22]1[CH2:27][CH2:26][C@H:25]([N:28]2[CH2:32][CH2:31][CH2:30][C:29]2=[O:33])[C@H:24]([OH:34])[CH2:23]1)=[O:21], predict the reactants needed to synthesize it. The reactants are: [Cl:1][C:2]1[N:6]2[CH:7]=[C:8]([C:15]3[CH:19]=[CH:18][O:17][CH:16]=3)[CH:9]=[C:10]([C:11]([F:14])([F:13])[F:12])[C:5]2=[N:4][C:3]=1[C:20]([N:22]1[CH2:27][CH2:26][C@H:25]([N:28]2[CH2:32][CH2:31][CH2:30][C:29]2=[O:33])[C@H:24]([O:34][Si](C(C)(C)C)(C)C)[CH2:23]1)=[O:21].C1COCC1.CCCC[N+](CCCC)(CCCC)CCCC.[F-]. (4) Given the product [C:14]1([C:3]2[N:4]=[C:5]([C:8]3[CH:9]=[N:10][CH:11]=[CH:12][CH:13]=3)[NH:6][CH:2]=2)[CH:15]=[CH:16][CH:17]=[CH:18][CH:19]=1, predict the reactants needed to synthesize it. The reactants are: Br[C:2]1[N:6](C)[C:5]([C:8]2[CH:9]=[N:10][CH:11]=[CH:12][CH:13]=2)=[N:4][C:3]=1[C:14]1[CH:19]=[CH:18][CH:17]=[CH:16][CH:15]=1.[Li]CCCC. (5) Given the product [OH:4][CH2:3][CH2:5][N:6]1[C:10]([NH:11][C:12]([NH:14][C:15]2[CH:20]=[CH:19][CH:18]=[C:17]([Cl:21])[C:16]=2[Cl:22])=[O:13])=[CH:9][C:8]([C:23]([CH3:26])([CH3:25])[CH3:24])=[N:7]1, predict the reactants needed to synthesize it. The reactants are: CN[C:3]([CH2:5][N:6]1[C:10]([NH:11][C:12]([NH:14][C:15]2[CH:20]=[CH:19][CH:18]=[C:17]([Cl:21])[C:16]=2[Cl:22])=[O:13])=[CH:9][C:8]([C:23]([CH3:26])([CH3:25])[CH3:24])=[N:7]1)=[O:4].C(CN1C(NC(NC2C=CC=C(Cl)C=2Cl)=O)=CC(C(C)(C)C)=N1)(O)=O.Cl.CN.C(N(C(C)C)CC)(C)C. (6) Given the product [F:1][C:2]1[C:7]([F:8])=[CH:6][CH:5]=[CH:4][C:3]=1[SH:9], predict the reactants needed to synthesize it. The reactants are: [F:1][C:2]1[C:7]([F:8])=[CH:6][CH:5]=[CH:4][C:3]=1[S:9]C(=O)N(C)C. (7) Given the product [F:15][CH:2]([F:1])[CH2:3][NH:4][C:5]1[N:13]=[CH:12][C:11]([F:14])=[CH:10][C:6]=1[C:7]([NH:17][C:18]([CH3:23])([CH2:21][CH3:22])[C:19]#[CH:20])=[O:9], predict the reactants needed to synthesize it. The reactants are: [F:1][CH:2]([F:15])[CH2:3][NH:4][C:5]1[N:13]=[CH:12][C:11]([F:14])=[CH:10][C:6]=1[C:7]([OH:9])=O.Cl.[NH2:17][C:18]([CH3:23])([CH2:21][CH3:22])[C:19]#[CH:20].ON1C2C=CC=CC=2N=N1.Cl.CN(C)CCCN=C=NCC.C(N(CC)C(C)C)(C)C.